The task is: Regression. Given two drug SMILES strings and cell line genomic features, predict the synergy score measuring deviation from expected non-interaction effect.. This data is from NCI-60 drug combinations with 297,098 pairs across 59 cell lines. Drug 1: C1=C(C(=O)NC(=O)N1)F. Drug 2: CC1CCC2CC(C(=CC=CC=CC(CC(C(=O)C(C(C(=CC(C(=O)CC(OC(=O)C3CCCCN3C(=O)C(=O)C1(O2)O)C(C)CC4CCC(C(C4)OC)OP(=O)(C)C)C)C)O)OC)C)C)C)OC. Cell line: HT29. Synergy scores: CSS=45.6, Synergy_ZIP=3.09, Synergy_Bliss=3.84, Synergy_Loewe=9.35, Synergy_HSA=10.4.